From a dataset of Full USPTO retrosynthesis dataset with 1.9M reactions from patents (1976-2016). Predict the reactants needed to synthesize the given product. The reactants are: [Cl:1][C:2]1[N:7]=[C:6]([C:8]2[S:12][C:11]([CH:13]([CH3:15])[CH3:14])=[N:10][C:9]=2[C:16]2[C:17]([O:23][CH3:24])=[C:18]([CH:20]=[CH:21][CH:22]=2)[NH2:19])[CH:5]=[CH:4][N:3]=1.N1C=CC=CC=1.[F:31][C:32]1[CH:37]=[CH:36][CH:35]=[C:34]([F:38])[C:33]=1[S:39](Cl)(=[O:41])=[O:40]. Given the product [Cl:1][C:2]1[N:7]=[C:6]([C:8]2[S:12][C:11]([CH:13]([CH3:15])[CH3:14])=[N:10][C:9]=2[C:16]2[C:17]([O:23][CH3:24])=[C:18]([NH:19][S:39]([C:33]3[C:34]([F:38])=[CH:35][CH:36]=[CH:37][C:32]=3[F:31])(=[O:41])=[O:40])[CH:20]=[CH:21][CH:22]=2)[CH:5]=[CH:4][N:3]=1, predict the reactants needed to synthesize it.